This data is from Forward reaction prediction with 1.9M reactions from USPTO patents (1976-2016). The task is: Predict the product of the given reaction. (1) Given the reactants [F:1][C:2]1[CH:7]=[C:6]([I:8])[CH:5]=[CH:4][C:3]=1[NH:9][C:10]([NH:12][CH3:13])=[O:11].[C:14]([OH:20])(=O)[CH2:15][C:16]([OH:18])=O.C(OC(=O)C)(=O)C.C(Cl)(=O)C, predict the reaction product. The product is: [F:1][C:2]1[CH:7]=[C:6]([I:8])[CH:5]=[CH:4][C:3]=1[N:9]1[C:14](=[O:20])[CH2:15][C:16](=[O:18])[N:12]([CH3:13])[C:10]1=[O:11]. (2) Given the reactants [Cl:1][C:2]1[C:11]2[CH2:10][N:9]([C@H:12]([CH:16]([CH3:18])[CH3:17])[C:13](O)=[O:14])[C:8](=[O:19])[C:7]3=[CH:20][NH:21][C:5]([C:6]=23)=[N:4][CH:3]=1.CN(C(ON1N=NC2C=CC=NC1=2)=[N+](C)C)C.F[P-](F)(F)(F)(F)F.[F:46][C@@H:47]1[CH2:51][NH:50][C@H:49]([C:52]#[N:53])[CH2:48]1.CN1CCOCC1, predict the reaction product. The product is: [Cl:1][C:2]1[C:11]2[CH2:10][N:9]([C@H:12]([CH:16]([CH3:18])[CH3:17])[C:13]([N:50]3[CH2:51][C@@H:47]([F:46])[CH2:48][C@H:49]3[C:52]#[N:53])=[O:14])[C:8](=[O:19])[C:7]3=[CH:20][NH:21][C:5]([C:6]=23)=[N:4][CH:3]=1. (3) Given the reactants [Br:1][C:2]1[CH:12]=[N:11][C:5]2[O:6][CH2:7][C:8](=O)[NH:9][C:4]=2[CH:3]=1.[H-].[Al+3].[Li+].[H-].[H-].[H-].O.[OH-].[Na+], predict the reaction product. The product is: [Br:1][C:2]1[CH:12]=[N:11][C:5]2[O:6][CH2:7][CH2:8][NH:9][C:4]=2[CH:3]=1. (4) Given the reactants [N:1]([CH2:4][C:5]1[N:6]=[C:7]([NH:10][C:11]([NH:13][C:14]2[CH:19]=[CH:18][C:17]([CH3:20])=[CH:16][C:15]=2[C:21]([CH:23]2[CH2:27][CH2:26][CH2:25][CH2:24]2)=[O:22])=[O:12])[S:8][CH:9]=1)=[N+]=[N-], predict the reaction product. The product is: [NH2:1][CH2:4][C:5]1[N:6]=[C:7]([NH:10][C:11]([NH:13][C:14]2[CH:19]=[CH:18][C:17]([CH3:20])=[CH:16][C:15]=2[C:21]([CH:23]2[CH2:27][CH2:26][CH2:25][CH2:24]2)=[O:22])=[O:12])[S:8][CH:9]=1. (5) Given the reactants FC(F)(F)S(O[C:7]1[CH:18]=[C:17]([O:19][CH2:20][C:21]2[CH:26]=[CH:25][CH:24]=[C:23]([O:27][CH2:28][C:29]3[CH:34]=[CH:33][CH:32]=[CH:31][CH:30]=3)[CH:22]=2)[C:10]2[CH:11]=[C:12]([C:14](=[O:16])[CH3:15])[O:13][C:9]=2[CH:8]=1)(=O)=O.P([O-])([O-])([O-])=O.[K+].[K+].[K+].[CH2:45]1COC[CH2:46]1.C(B(CC)CC)C, predict the reaction product. The product is: [CH2:28]([O:27][C:23]1[CH:22]=[C:21]([CH:26]=[CH:25][CH:24]=1)[CH2:20][O:19][C:17]1[C:10]2[CH:11]=[C:12]([C:14](=[O:16])[CH3:15])[O:13][C:9]=2[CH:8]=[C:7]([CH2:45][CH3:46])[CH:18]=1)[C:29]1[CH:34]=[CH:33][CH:32]=[CH:31][CH:30]=1. (6) Given the reactants Br[C:2]1[C:7]2[S:8][CH:9]=[CH:10][C:6]=2[CH:5]=[CH:4][CH:3]=1.[CH:11]1[C:20]2[C:15](=[CH:16][CH:17]=[CH:18][CH:19]=2)[C:14](B(O)O)=[CH:13][N:12]=1.O1CCOCC1.[O-]P([O-])([O-])=O.[K+].[K+].[K+], predict the reaction product. The product is: [S:8]1[CH:9]=[CH:10][C:6]2[CH:5]=[CH:4][CH:3]=[C:2]([C:14]3[C:15]4[C:20](=[CH:19][CH:18]=[CH:17][CH:16]=4)[CH:11]=[N:12][CH:13]=3)[C:7]1=2.